This data is from Full USPTO retrosynthesis dataset with 1.9M reactions from patents (1976-2016). The task is: Predict the reactants needed to synthesize the given product. (1) Given the product [F:14][C:13]1[CH:12]=[C:11]([C:10]([O:15][CH3:16])=[CH:9][C:8]=1[F:7])[C:17]([C:18]1[CH:23]=[CH:22][CH:21]=[CH:20][CH:19]=1)=[O:24], predict the reactants needed to synthesize it. The reactants are: ClCC(Cl)(Cl)Cl.[F:7][C:8]1[CH:9]=[C:10]([O:15][CH3:16])[CH:11]=[CH:12][C:13]=1[F:14].[C:17](Cl)(=[O:24])[C:18]1[CH:23]=[CH:22][CH:21]=[CH:20][CH:19]=1. (2) Given the product [Br:9][C:10]1[CH:17]=[CH:16][CH:15]=[CH:14][C:11]=1[CH2:12][N:13]1[C:29](=[O:30])[CH2:28][C:27](=[O:32])[N:5]([C:1]([CH3:4])([CH3:3])[CH3:2])[C:6]1=[O:7], predict the reactants needed to synthesize it. The reactants are: [C:1]([N:5]=[C:6]=[O:7])([CH3:4])([CH3:3])[CH3:2].Cl.[Br:9][C:10]1[CH:17]=[CH:16][CH:15]=[CH:14][C:11]=1[CH2:12][NH2:13].C(N(C(C)C)CC)(C)C.[C:27](Cl)(=[O:32])[CH2:28][C:29](Cl)=[O:30]. (3) Given the product [F:22][C:23]1[CH:24]=[C:25]([N:30]2[CH2:34][C@H:33]([CH2:35][N:36]3[CH:40]=[C:39]([CH3:41])[N:38]=[N:37]3)[O:32][C:31]2=[O:42])[CH:26]=[CH:27][C:28]=1[C:3]1[CH:8]=[CH:7][C:6]([C:9]2[CH2:13][CH:12]([CH2:14][N:15]3[CH:19]=[CH:18][N:17]=[N:16]3)[O:11][N:10]=2)=[CH:5][CH:4]=1, predict the reactants needed to synthesize it. The reactants are: C[Sn](C)(C)[C:3]1[CH:8]=[CH:7][C:6]([C:9]2[CH2:13][CH:12]([CH2:14][N:15]3[CH:19]=[CH:18][N:17]=[N:16]3)[O:11][N:10]=2)=[CH:5][CH:4]=1.[F:22][C:23]1[CH:24]=[C:25]([N:30]2[CH2:34][C@H:33]([CH2:35][N:36]3[CH:40]=[C:39]([CH3:41])[N:38]=[N:37]3)[O:32][C:31]2=[O:42])[CH:26]=[CH:27][C:28]=1I.O1C=CC=C1P(C1OC=CC=1)C1OC=CC=1. (4) Given the product [C:23]1([S:29][C:12]2[CH:13]=[C:14]([O:8][C:7]3[C:2]([CH3:1])=[N:3][CH:4]=[CH:5][CH:6]=3)[C:15]([C:18]#[N:19])=[N:16][CH:17]=2)[CH:28]=[CH:27][CH:26]=[CH:25][CH:24]=1, predict the reactants needed to synthesize it. The reactants are: [CH3:1][C:2]1[C:7]([OH:8])=[CH:6][CH:5]=[CH:4][N:3]=1.[H-].[Na+].Br[C:12]1[CH:13]=[C:14]([N+]([O-])=O)[C:15]([C:18]#[N:19])=[N:16][CH:17]=1.[C:23]1([SH:29])[CH:28]=[CH:27][CH:26]=[CH:25][CH:24]=1. (5) The reactants are: Cl.C([C:9]([C:17]1[CH:22]=[CH:21][C:20]([CH3:23])=[CH:19][C:18]=1[CH3:24])([C:11]1[CH:16]=[CH:15][CH:14]=[CH:13][CH:12]=1)[NH2:10])C1C=CC=CC=1.[CH3:25][C:26]1[C:30]([CH:31]2[NH:35][C:34]3[CH:36]=[CH:37][C:38]([CH2:40][C:41](O)=[O:42])=[CH:39][C:33]=3[N:32]2[CH2:44][C:45]([O:47][CH2:48][CH3:49])=[O:46])=[C:29]([CH3:50])[O:28][N:27]=1.C(OCC#N)(C)C. Given the product [CH3:25][C:26]1[C:30]([CH:31]2[N:32]([CH2:44][C:45]([O:47][CH2:48][CH3:49])=[O:46])[C:33]3[CH:39]=[C:38]([CH2:40][C:41]([NH:10][CH:9]([C:17]4[CH:22]=[CH:21][C:20]([CH3:23])=[CH:19][C:18]=4[CH3:24])[C:11]4[CH:12]=[CH:13][CH:14]=[CH:15][CH:16]=4)=[O:42])[CH:37]=[CH:36][C:34]=3[NH:35]2)=[C:29]([CH3:50])[O:28][N:27]=1, predict the reactants needed to synthesize it. (6) Given the product [CH2:18]([O:25][C@@H:26]1[CH2:30][CH2:29][C@@H:28]([NH:31][C:15](=[O:17])[CH2:14][CH2:13][CH2:12][C:4]2[NH:3][C:2](=[O:1])[C:11]3[C:6](=[CH:7][CH:8]=[CH:9][CH:10]=3)[N:5]=2)[CH2:27]1)[C:19]1[CH:24]=[CH:23][CH:22]=[CH:21][CH:20]=1.[CH2:18]([O:25][C@H:26]1[CH2:30][CH2:29][C@H:28]([NH:31][C:15](=[O:16])[CH2:14][CH2:13][CH2:12][C:4]2[NH:3][C:2](=[O:1])[C:11]3[C:6](=[CH:7][CH:8]=[CH:9][CH:10]=3)[N:5]=2)[CH2:27]1)[C:19]1[CH:24]=[CH:23][CH:22]=[CH:21][CH:20]=1, predict the reactants needed to synthesize it. The reactants are: [O:1]=[C:2]1[C:11]2[C:6](=[CH:7][CH:8]=[CH:9][CH:10]=2)[N:5]=[C:4]([CH2:12][CH2:13][CH2:14][C:15]([OH:17])=[O:16])[NH:3]1.[CH2:18]([O:25][C@H:26]1[CH2:30][CH2:29][C@H:28]([NH2:31])[CH2:27]1)[C:19]1[CH:24]=[CH:23][CH:22]=[CH:21][CH:20]=1. (7) Given the product [OH:24][C:20]1[CH:21]=[C:22]2[C:17](=[CH:18][CH:19]=1)[NH:16][C:15](=[O:25])[N:14]([CH:11]1[CH2:12][CH2:13][NH:8][CH2:9][CH2:10]1)[CH2:23]2, predict the reactants needed to synthesize it. The reactants are: C([N:8]1[CH2:13][CH2:12][CH:11]([N:14]2[CH2:23][C:22]3[C:17](=[CH:18][CH:19]=[C:20]([OH:24])[CH:21]=3)[NH:16][C:15]2=[O:25])[CH2:10][CH2:9]1)C1C=CC=CC=1. (8) Given the product [C:1]1(/[CH:11]=[CH:20]/[CH:21]=[O:22])[C:10]2[C:5](=[CH:6][CH:7]=[CH:8][CH:9]=2)[CH:4]=[CH:3][CH:2]=1, predict the reactants needed to synthesize it. The reactants are: [C:1]1([CH:11]=O)[C:10]2[C:5](=[CH:6][CH:7]=[CH:8][CH:9]=2)[CH:4]=[CH:3][CH:2]=1.C1(P(C2C=CC=CC=2)(C2C=CC=CC=2)=[CH:20][CH:21]=[O:22])C=CC=CC=1. (9) Given the product [F:1][C:2]1[CH:7]=[C:6]([CH:5]=[CH:4][C:3]=1[N:11]1[CH2:16][CH2:15][N:14]([CH:17]2[CH2:22][CH2:21][O:20][CH2:19][CH2:18]2)[CH2:13][CH2:12]1)[NH2:8], predict the reactants needed to synthesize it. The reactants are: [F:1][C:2]1[CH:7]=[C:6]([N+:8]([O-])=O)[CH:5]=[CH:4][C:3]=1[N:11]1[CH2:16][CH2:15][N:14]([CH:17]2[CH2:22][CH2:21][O:20][CH2:19][CH2:18]2)[CH2:13][CH2:12]1. (10) Given the product [CH:26]1([O:31][C:32](=[O:37])[C:33]([NH:34][CH:11]2[CH2:12][CH2:13][N:8]([C:1]([O:3][C:4]([CH3:7])([CH3:6])[CH3:5])=[O:2])[CH2:9][CH2:10]2)([CH3:35])[CH3:36])[CH2:27][CH2:28][CH2:29][CH2:30]1, predict the reactants needed to synthesize it. The reactants are: [C:1]([N:8]1[CH2:13][CH2:12][CH2:11][CH2:10][C:9]1=O)([O:3][C:4]([CH3:7])([CH3:6])[CH3:5])=[O:2].S(C1C=CC(C)=CC=1)(O)(=O)=O.[CH:26]1([O:31][C:32](=[O:37])[C:33]([CH3:36])([CH3:35])[NH2:34])[CH2:30][CH2:29][CH2:28][CH2:27]1.C(O[BH-](OC(=O)C)OC(=O)C)(=O)C.[Na+].C(OCC)(=O)C.